From a dataset of NCI-60 drug combinations with 297,098 pairs across 59 cell lines. Regression. Given two drug SMILES strings and cell line genomic features, predict the synergy score measuring deviation from expected non-interaction effect. Drug 1: COC1=C(C=C2C(=C1)N=CN=C2NC3=CC(=C(C=C3)F)Cl)OCCCN4CCOCC4. Drug 2: C1=NNC2=C1C(=O)NC=N2. Cell line: MDA-MB-435. Synergy scores: CSS=13.7, Synergy_ZIP=-2.42, Synergy_Bliss=2.92, Synergy_Loewe=-7.04, Synergy_HSA=1.62.